Dataset: Catalyst prediction with 721,799 reactions and 888 catalyst types from USPTO. Task: Predict which catalyst facilitates the given reaction. (1) Reactant: [CH3:1][N:2]([CH3:7])[CH2:3][CH2:4][CH2:5][NH2:6].[F:8][C:9]([F:33])([CH2:16][CH:17]([C:29]([F:32])([F:31])[F:30])[CH2:18][C:19]([F:28])([C:24]([F:27])([F:26])[F:25])[C:20]([F:23])([F:22])[F:21])[CH2:10][CH2:11][S:12](Cl)(=[O:14])=[O:13]. Product: [CH3:1][N:2]([CH3:7])[CH2:3][CH2:4][CH2:5][NH:6][S:12]([CH2:11][CH2:10][C:9]([F:8])([F:33])[CH2:16][CH:17]([C:29]([F:30])([F:31])[F:32])[CH2:18][C:19]([F:28])([C:24]([F:25])([F:26])[F:27])[C:20]([F:21])([F:23])[F:22])(=[O:14])=[O:13]. The catalyst class is: 22. (2) Reactant: [Cl:1][C:2]1[C:7]([F:8])=[CH:6][C:5]([OH:9])=[CH:4][N:3]=1.[CH3:10][N:11]([C:13]1[CH:14]=[C:15](B(O)O)[CH:16]=[CH:17][CH:18]=1)[CH3:12].C(N(CC)CC)C. Product: [Cl:1][C:2]1[N:3]=[CH:4][C:5]([O:9][C:17]2[CH:18]=[C:13]([N:11]([CH3:12])[CH3:10])[CH:14]=[CH:15][CH:16]=2)=[CH:6][C:7]=1[F:8]. The catalyst class is: 221. (3) Reactant: [CH2:1]([O:8][CH2:9][CH:10]([C:12]1[C:13]([CH3:24])=[N:14][O:15][C:16]=1[C:17]1[CH:22]=[CH:21][C:20](Br)=[CH:19][CH:18]=1)[OH:11])[C:2]1[CH:7]=[CH:6][CH:5]=[CH:4][CH:3]=1.[CH2:25]([O:27][C:28]([C@@H:30]1[CH2:32][C@@H:31]1[C:33]1[CH:38]=[CH:37][C:36](B2OC(C)(C)C(C)(C)O2)=[CH:35][CH:34]=1)=[O:29])[CH3:26]. Product: [CH2:25]([O:27][C:28]([C@@H:30]1[CH2:32][C@@H:31]1[C:33]1[CH:38]=[CH:37][C:36]([C:20]2[CH:21]=[CH:22][C:17]([C:16]3[O:15][N:14]=[C:13]([CH3:24])[C:12]=3[C@@H:10]([OH:11])[CH2:9][O:8][CH2:1][C:2]3[CH:7]=[CH:6][CH:5]=[CH:4][CH:3]=3)=[CH:18][CH:19]=2)=[CH:35][CH:34]=1)=[O:29])[CH3:26]. The catalyst class is: 14. (4) Reactant: [CH3:1][O:2][C:3](=[O:44])[N:4]([CH2:29][C:30]1[CH:35]=[C:34]([C:36]([F:39])([F:38])[F:37])[CH:33]=[C:32]([C:40]([F:43])([F:42])[F:41])[CH:31]=1)[CH:5]1[C:14]2[C:9](=[CH:10][CH:11]=[C:12]([C:15]([F:18])([F:17])[F:16])[CH:13]=2)[NH:8][CH:7]([CH2:19][CH2:20][O:21][Si:22]([C:25]([CH3:28])([CH3:27])[CH3:26])([CH3:24])[CH3:23])[CH2:6]1.N1C=CC=CC=1.Cl[C:52]([O:54][CH2:55][CH3:56])=[O:53]. Product: [CH2:55]([O:54][C:52]([N:8]1[C:9]2[C:14](=[CH:13][C:12]([C:15]([F:18])([F:17])[F:16])=[CH:11][CH:10]=2)[CH:5]([N:4]([CH2:29][C:30]2[CH:31]=[C:32]([C:40]([F:43])([F:42])[F:41])[CH:33]=[C:34]([C:36]([F:39])([F:37])[F:38])[CH:35]=2)[C:3]([O:2][CH3:1])=[O:44])[CH2:6][CH:7]1[CH2:19][CH2:20][O:21][Si:22]([C:25]([CH3:28])([CH3:27])[CH3:26])([CH3:23])[CH3:24])=[O:53])[CH3:56]. The catalyst class is: 4.